Dataset: Reaction yield outcomes from USPTO patents with 853,638 reactions. Task: Predict the reaction yield, written as a fraction of the theoretical maximum amount of product (1.0 means a 100% yield; for example, 0.34 means a 34% yield). (1) The reactants are [F:1][C:2]1[CH:3]=[CH:4][C:5]([OH:11])=[C:6]([C:8](=[O:10])[CH3:9])[CH:7]=1.[CH3:12][C:13](=O)[CH3:14].N1CCCC1.CCOC(C)=O. The catalyst is CO. The product is [F:1][C:2]1[CH:7]=[C:6]2[C:5](=[CH:4][CH:3]=1)[O:11][C:13]([CH3:14])([CH3:12])[CH2:9][C:8]2=[O:10]. The yield is 0.560. (2) The reactants are I[C:2]1[CH:7]=[CH:6][C:5]([C:8](=[C:16]2[CH2:21][C:20]([CH3:23])([CH3:22])[CH2:19][C:18]([CH3:25])([CH3:24])[CH2:17]2)[C:9]2[CH:14]=[CH:13][C:12]([OH:15])=[CH:11][CH:10]=2)=[CH:4][CH:3]=1.C(N(CC)C(C)C)(C)C.[CH3:35][C:36]([OH:40])([C:38]#[CH:39])[CH3:37].[NH4+].[Cl-]. The catalyst is CN(C=O)C.Cl[Pd](Cl)([P](C1C=CC=CC=1)(C1C=CC=CC=1)C1C=CC=CC=1)[P](C1C=CC=CC=1)(C1C=CC=CC=1)C1C=CC=CC=1.[Cu]I.O. The product is [OH:40][C:36]([CH3:37])([CH3:35])[C:38]#[C:39][C:2]1[CH:3]=[CH:4][C:5]([C:8](=[C:16]2[CH2:17][C:18]([CH3:25])([CH3:24])[CH2:19][C:20]([CH3:23])([CH3:22])[CH2:21]2)[C:9]2[CH:10]=[CH:11][C:12]([OH:15])=[CH:13][CH:14]=2)=[CH:6][CH:7]=1. The yield is 0.670. (3) The reactants are [NH2:1][C:2]1[CH:3]=[C:4]2[C:9](=[CH:10][CH:11]=1)/[C:8](=[N:12]/O)/[CH2:7][CH2:6][CH2:5]2.[OH-:14].[Na+]. The catalyst is O. The product is [NH2:1][C:2]1[CH:11]=[CH:10][C:9]2[C:8](=[O:14])[NH:12][CH2:7][CH2:6][CH2:5][C:4]=2[CH:3]=1. The yield is 0.0400. (4) The reactants are [Br:1][C:2]1[CH:3]=[CH:4][C:5]2[N:6]([C:8]([C:11]3[CH:12]=[C:13]([OH:17])[CH:14]=[CH:15][CH:16]=3)=[N:9][N:10]=2)[CH:7]=1.Cl.Br[CH2:20][CH2:21][N:22]1[CH2:27][CH2:26][O:25][CH2:24][CH2:23]1.C([O-])([O-])=O.[K+].[K+]. The catalyst is CN(C=O)C. The product is [Br:1][C:2]1[CH:3]=[CH:4][C:5]2[N:6]([C:8]([C:11]3[CH:16]=[CH:15][CH:14]=[C:13]([O:17][CH2:20][CH2:21][N:22]4[CH2:27][CH2:26][O:25][CH2:24][CH2:23]4)[CH:12]=3)=[N:9][N:10]=2)[CH:7]=1. The yield is 0.980. (5) The reactants are [Br:1][C:2]1[CH:10]=[CH:9][C:8]([C:11]([NH:13][CH2:14][C:15]([CH3:18])([CH3:17])[CH3:16])=[O:12])=[CH:7][C:3]=1C(O)=O.C1C=CC(P(N=[N+]=[N-])(C2C=CC=CC=2)=[O:26])=CC=1.CC[N:38]([CH2:41]C)CC.[CH2:43]([OH:50])[C:44]1[CH:49]=[CH:48][CH:47]=[CH:46][CH:45]=1. The catalyst is C1(C)C=CC=CC=1. The product is [Br:1][C:2]1[CH:10]=[CH:9][C:8]([C:11]([NH:13][CH2:14][C:15]([CH3:16])([CH3:17])[CH3:18])=[O:12])=[CH:7][C:3]=1[NH:38][C:41](=[O:26])[O:50][CH2:43][C:44]1[CH:49]=[CH:48][CH:47]=[CH:46][CH:45]=1. The yield is 0.820. (6) The reactants are [CH2:1]([N:3]1[CH:7]=[C:6]([NH:8][C:9]2[N:14]=[CH:13][C:12]([CH2:15][CH2:16][C:17]3[CH:18]=[C:19]([CH:23]=[C:24]([O:27][CH3:28])[C:25]=3[F:26])[C:20]([OH:22])=O)=[CH:11][N:10]=2)[CH:5]=[N:4]1)[CH3:2].[CH3:29][N:30](C(ON1N=NC2C=CC=NC1=2)=[N+](C)C)C.F[P-](F)(F)(F)(F)F.Cl.CN. The catalyst is CN(C=O)C.CCN(C(C)C)C(C)C. The product is [CH2:1]([N:3]1[CH:7]=[C:6]([NH:8][C:9]2[N:14]=[CH:13][C:12]([CH2:15][CH2:16][C:17]3[CH:18]=[C:19]([CH:23]=[C:24]([O:27][CH3:28])[C:25]=3[F:26])[C:20]([NH:30][CH3:29])=[O:22])=[CH:11][N:10]=2)[CH:5]=[N:4]1)[CH3:2]. The yield is 0.754. (7) The reactants are Br[C:2]1[CH:3]=[N:4][CH:5]=[C:6]([Cl:13])[C:7]=1[C:8]([O:10][CH2:11][CH3:12])=[O:9].[CH2:14]([Zn]CC)[CH3:15]. The catalyst is O1CCOCC1.Cl[Pd]Cl. The product is [Cl:13][C:6]1[C:7]([C:8]([O:10][CH2:11][CH3:12])=[O:9])=[C:2]([CH2:14][CH3:15])[CH:3]=[N:4][CH:5]=1. The yield is 0.550. (8) The catalyst is C(Cl)Cl. The reactants are [N+:1]([C:4]1[CH:9]=[CH:8][CH:7]=[CH:6][C:5]=1[S:10](Cl)(=[O:12])=[O:11])([O-:3])=[O:2].[NH:14]1[CH2:18][CH2:17][CH2:16][CH2:15]1. The product is [N+:1]([C:4]1[CH:9]=[CH:8][CH:7]=[CH:6][C:5]=1[S:10]([N:14]1[CH2:18][CH2:17][CH2:16][CH2:15]1)(=[O:12])=[O:11])([O-:3])=[O:2]. The yield is 1.00. (9) The reactants are [C:1]([C:3]1[C:4](Br)=[C:5](C)[CH:6]=[CH:7][CH:8]=1)#[N:2].[NH:11]1[CH2:16][CH2:15][CH2:14][CH2:13][CH2:12]1.[C:17]([O-])([O-])=O.[K+].[K+]. The catalyst is CN(C=O)C. The product is [N:11]1([CH2:17][C:4]2[CH:5]=[CH:6][CH:7]=[CH:8][C:3]=2[C:1]#[N:2])[CH2:16][CH2:15][CH2:14][CH2:13][CH2:12]1. The yield is 1.00. (10) The reactants are [OH-:1].[Na+].[CH3:3][C:4]1[C:12]2[C:7](=[N:8][CH:9]=[CH:10][CH:11]=2)[NH:6][N:5]=1.[O-][Mn](=O)(=O)=O.[K+].C[OH:20]. The catalyst is O.C(Cl)Cl. The product is [NH:6]1[C:7]2=[N:8][CH:9]=[CH:10][CH:11]=[C:12]2[C:4]([C:3]([OH:20])=[O:1])=[N:5]1. The yield is 0.810.